Dataset: Forward reaction prediction with 1.9M reactions from USPTO patents (1976-2016). Task: Predict the product of the given reaction. (1) Given the reactants Br[C:2]1[C:3]([NH2:22])=[N:4][CH:5]=[C:6]([C:8]2[CH:13]=[CH:12][C:11]([O:14][Si:15]([C:18]([CH3:21])([CH3:20])[CH3:19])([CH3:17])[CH3:16])=[CH:10][CH:9]=2)[N:7]=1.[CH:23]1[C:32]2[C:27](=[CH:28][CH:29]=[CH:30][CH:31]=2)[CH:26]=[CH:25][C:24]=1B(O)O.C([O-])([O-])=O.[Na+].[Na+].O, predict the reaction product. The product is: [Si:15]([O:14][C:11]1[CH:12]=[CH:13][C:8]([C:6]2[N:7]=[C:2]([C:25]3[CH:24]=[CH:23][C:32]4[C:27](=[CH:28][CH:29]=[CH:30][CH:31]=4)[CH:26]=3)[C:3]([NH2:22])=[N:4][CH:5]=2)=[CH:9][CH:10]=1)([C:18]([CH3:21])([CH3:20])[CH3:19])([CH3:17])[CH3:16]. (2) Given the reactants [C:1]([O:5][C:6](=[O:22])[N:7]([CH2:19][CH:20]=[CH2:21])[C@H:8]1[CH2:17][CH2:16][C:15]2[C:10](=[CH:11][CH:12]=[C:13](Br)[CH:14]=2)[CH2:9]1)([CH3:4])([CH3:3])[CH3:2].C(P(C(C)(C)C)C(C)(C)C)(C)(C)C.[CH:36]([C:39]1[CH:44]=[CH:43][C:42]([S:45]([NH:48][CH3:49])(=[O:47])=[O:46])=[CH:41][CH:40]=1)([CH3:38])[CH3:37].[H-].[Na+], predict the reaction product. The product is: [C:1]([O:5][C:6](=[O:22])[N:7]([CH2:19][CH:20]=[CH2:21])[C@H:8]1[CH2:17][CH2:16][C:15]2[C:10](=[CH:11][CH:12]=[C:13]([N:48]([S:45]([C:42]3[CH:43]=[CH:44][C:39]([CH:36]([CH3:38])[CH3:37])=[CH:40][CH:41]=3)(=[O:46])=[O:47])[CH3:49])[CH:14]=2)[CH2:9]1)([CH3:4])([CH3:3])[CH3:2]. (3) Given the reactants [C:1]([O:5][C:6]([N:8]1[CH2:17][CH2:16][C:15]2[C:14](Cl)=[N:13][CH:12]=[N:11][C:10]=2[CH:9]1[CH3:19])=[O:7])([CH3:4])([CH3:3])[CH3:2].[OH:20][C:21]1[CH:22]=[C:23]2[C:27](=[CH:28][CH:29]=1)[NH:26][CH:25]=[CH:24]2.C1CCN2C(=NCCC2)CC1, predict the reaction product. The product is: [C:1]([O:5][C:6]([N:8]1[CH2:17][CH2:16][C:15]2[C:14]([O:20][C:21]3[CH:22]=[C:23]4[C:27](=[CH:28][CH:29]=3)[NH:26][CH:25]=[CH:24]4)=[N:13][CH:12]=[N:11][C:10]=2[CH:9]1[CH3:19])=[O:7])([CH3:4])([CH3:3])[CH3:2].